Dataset: Catalyst prediction with 721,799 reactions and 888 catalyst types from USPTO. Task: Predict which catalyst facilitates the given reaction. (1) Reactant: C[O:2][C:3]1[C:8]([C:9]2[CH:14]=[CH:13][N:12]3[C:15]([C:18]4[CH:23]=[CH:22][N:21]=[C:20]([C:24]5[CH:29]=[CH:28][CH:27]=[CH:26][CH:25]=5)[CH:19]=4)=[CH:16][N:17]=[C:11]3[CH:10]=2)=[CH:7][CH:6]=[CH:5][N:4]=1.Cl.O.[OH-].[Na+]. Product: [C:24]1([C:20]2[CH:19]=[C:18]([C:15]3[N:12]4[CH:13]=[CH:14][C:9]([C:8]5[C:3]([OH:2])=[N:4][CH:5]=[CH:6][CH:7]=5)=[CH:10][C:11]4=[N:17][CH:16]=3)[CH:23]=[CH:22][N:21]=2)[CH:25]=[CH:26][CH:27]=[CH:28][CH:29]=1. The catalyst class is: 14. (2) Reactant: [C:1]([C:5]1[CH:6]=[CH:7][C:8]([CH3:41])=[C:9]([CH:40]=1)[O:10][C:11]1[S:12][CH:13]=[C:14]([C:16]([NH:18][C:19]2[C:20]([O:38][CH3:39])=[N:21][C:22]([NH:27][CH2:28][CH2:29][O:30][Si](C(C)(C)C)(C)C)=[N:23][C:24]=2[O:25][CH3:26])=[O:17])[N:15]=1)([CH3:4])([CH3:3])[CH3:2].O1CCCC1.O. Product: [C:1]([C:5]1[CH:6]=[CH:7][C:8]([CH3:41])=[C:9]([CH:40]=1)[O:10][C:11]1[S:12][CH:13]=[C:14]([C:16]([NH:18][C:19]2[C:20]([O:38][CH3:39])=[N:21][C:22]([NH:27][CH2:28][CH2:29][OH:30])=[N:23][C:24]=2[O:25][CH3:26])=[O:17])[N:15]=1)([CH3:4])([CH3:3])[CH3:2]. The catalyst class is: 15. (3) Reactant: [CH3:1][O:2][CH2:3][O:4][C:5]1[CH:6]=[C:7]([CH:20]=[CH:21][C:22]=1[CH3:23])[C:8]([NH:10][C:11]([CH3:19])([C:13]1[CH:18]=[CH:17][CH:16]=[CH:15][CH:14]=1)[CH3:12])=[O:9].CN(CCN(C)C)C.CN([CH:35]=[O:36])C. Product: [CH3:1][O:2][CH2:3][O:4][C:5]1[C:22]([CH3:23])=[CH:21][CH:20]=[C:7]2[C:6]=1[CH:35]([OH:36])[N:10]([C:11]([CH3:19])([C:13]1[CH:14]=[CH:15][CH:16]=[CH:17][CH:18]=1)[CH3:12])[C:8]2=[O:9]. The catalyst class is: 1.